From a dataset of Peptide-MHC class II binding affinity with 134,281 pairs from IEDB. Regression. Given a peptide amino acid sequence and an MHC pseudo amino acid sequence, predict their binding affinity value. This is MHC class II binding data. (1) The peptide sequence is FVAAAKYMVIQGEPG. The MHC is HLA-DQA10101-DQB10501 with pseudo-sequence HLA-DQA10101-DQB10501. The binding affinity (normalized) is 0.270. (2) The peptide sequence is FFAVTALTIAYLVGS. The MHC is H-2-IAd with pseudo-sequence H-2-IAd. The binding affinity (normalized) is 0.193.